From a dataset of TCR-epitope binding with 47,182 pairs between 192 epitopes and 23,139 TCRs. Binary Classification. Given a T-cell receptor sequence (or CDR3 region) and an epitope sequence, predict whether binding occurs between them. (1) The epitope is SLFNTVATLY. The TCR CDR3 sequence is CASSRGEVPGTDTQYF. Result: 1 (the TCR binds to the epitope). (2) The epitope is EIYKRWII. The TCR CDR3 sequence is CAWIPTERQTYGYTF. Result: 0 (the TCR does not bind to the epitope).